From a dataset of Forward reaction prediction with 1.9M reactions from USPTO patents (1976-2016). Predict the product of the given reaction. (1) The product is: [C:1]([N:5]1[CH2:10][CH2:9][N:8]([CH2:11][C:12]2[N:13]([CH3:28])[C:14]3[C:19]([N:20]=2)=[C:18]([N:21]2[CH2:26][CH2:25][O:24][CH2:23][CH2:22]2)[N:17]=[C:16]([N:33]2[C:34]4[CH:40]=[CH:39][CH:38]=[CH:37][C:35]=4[N:36]=[C:32]2[CH:29]([CH3:31])[CH3:30])[N:15]=3)[CH2:7][CH2:6]1)([CH3:4])([CH3:3])[CH3:2]. Given the reactants [C:1]([N:5]1[CH2:10][CH2:9][N:8]([CH2:11][C:12]2[N:13]([CH3:28])[C:14]3[C:19]([N:20]=2)=[C:18]([N:21]2[CH2:26][CH2:25][O:24][CH2:23][CH2:22]2)[N:17]=[C:16](Cl)[N:15]=3)[CH2:7][CH2:6]1)([CH3:4])([CH3:3])[CH3:2].[CH:29]([C:32]1[NH:33][C:34]2[CH:40]=[CH:39][CH:38]=[CH:37][C:35]=2[N:36]=1)([CH3:31])[CH3:30], predict the reaction product. (2) The product is: [CH:8]1([C:11]2[C:20](/[CH:21]=[CH:22]/[C@@H:23]([OH:31])[CH2:24][C@@H:25]([OH:30])[CH2:26][C:27]([OH:29])=[O:28])=[C:19]([C:32]3[CH:37]=[CH:36][C:35]([F:38])=[CH:34][CH:33]=3)[C:18]3[C:13](=[CH:14][CH:15]=[CH:16][CH:17]=3)[N:12]=2)[CH2:10][CH2:9]1. Given the reactants C(NC(C)C)(C)C.[CH:8]1([C:11]2[C:20](/[CH:21]=[CH:22]/[C@@H:23]([OH:31])[CH2:24][C@@H:25]([OH:30])[CH2:26][C:27]([OH:29])=[O:28])=[C:19]([C:32]3[CH:37]=[CH:36][C:35]([F:38])=[CH:34][CH:33]=3)[C:18]3[C:13](=[CH:14][CH:15]=[CH:16][CH:17]=3)[N:12]=2)[CH2:10][CH2:9]1.Cl.[OH-].[Na+].O.O.[Cl-].[Ca+2].[Cl-], predict the reaction product. (3) The product is: [Cl:1][C:2]1[CH:3]=[C:4]([C:9]2([C:26]([F:27])([F:29])[F:28])[O:13][N:12]=[C:11]([C:14]3[CH:24]=[CH:23][C:17]([C:18]([NH:20][CH2:21][O:22][CH2:9][C:26]([F:29])([F:28])[F:27])=[O:19])=[C:16]([CH3:25])[CH:15]=3)[CH2:10]2)[CH:5]=[C:6]([Cl:8])[CH:7]=1. Given the reactants [Cl:1][C:2]1[CH:3]=[C:4]([C:9]2([C:26]([F:29])([F:28])[F:27])[O:13][N:12]=[C:11]([C:14]3[CH:24]=[CH:23][C:17]([C:18]([NH:20][CH2:21][OH:22])=[O:19])=[C:16]([CH3:25])[CH:15]=3)[CH2:10]2)[CH:5]=[C:6]([Cl:8])[CH:7]=1.S(Cl)(Cl)=O.O, predict the reaction product.